From a dataset of Full USPTO retrosynthesis dataset with 1.9M reactions from patents (1976-2016). Predict the reactants needed to synthesize the given product. (1) Given the product [NH2:3][CH2:12][CH2:13][N:14]1[C:23]2[C:18](=[N:19][CH:20]=[C:21]([CH2:24][C:25]3[CH:26]=[CH:27][C:28]([F:31])=[CH:29][CH:30]=3)[CH:22]=2)[C:17]([OH:32])=[C:16]([C:33]([NH:45][CH2:44][CH2:43][O:42][CH:40]([CH3:41])[CH3:39])=[O:34])[C:15]1=[O:38], predict the reactants needed to synthesize it. The reactants are: O=C1C2C(=CC=CC=2)C(=O)[N:3]1[CH2:12][CH2:13][N:14]1[C:23]2[C:18](=[N:19][CH:20]=[C:21]([CH2:24][C:25]3[CH:30]=[CH:29][C:28]([F:31])=[CH:27][CH:26]=3)[CH:22]=2)[C:17]([OH:32])=[C:16]([C:33](OCC)=[O:34])[C:15]1=[O:38].[CH3:39][CH:40]([O:42][CH2:43][CH2:44][NH2:45])[CH3:41].NN. (2) Given the product [F:1][C:2]1[C:3]([F:13])=[C:4]([F:12])[C:5]2[S:9][C:8](=[N:10][C:19](=[O:20])[C:18]3[CH:22]=[CH:23][CH:24]=[C:16]([O:15][CH3:14])[CH:17]=3)[N:7]([CH:26]([CH2:31][CH3:32])[C:27]([OH:29])=[O:28])[C:6]=2[CH:11]=1, predict the reactants needed to synthesize it. The reactants are: [F:1][C:2]1[C:3]([F:13])=[C:4]([F:12])[C:5]2[S:9][C:8]([NH2:10])=[N:7][C:6]=2[CH:11]=1.[CH3:14][O:15][C:16]1[CH:17]=[C:18]([CH:22]=[CH:23][CH:24]=1)[C:19](Cl)=[O:20].Br[CH:26]([CH2:31][CH3:32])[C:27]([O:29]C)=[O:28].COC1C=CC2N=C(N)SC=2C=1.ClC1C=C(C=CC=1)C(Cl)=O.BrCC(OCC)=O. (3) The reactants are: Cl[C:2]1[N:3]=[CH:4][C:5]2[C:10]([CH:11]=1)=[CH:9][C:8]([C:12]1[CH:13]=[N:14][N:15]([CH2:17][C:18]([CH3:21])([OH:20])[CH3:19])[CH:16]=1)=[CH:7][CH:6]=2.[NH2:22][C:23]1[CH:28]=[CH:27][C:26]([C:29]2[N:33]3[CH2:34][CH2:35][N:36](C(OC(C)(C)C)=O)[CH2:37][C:32]3=[N:31][CH:30]=2)=[CH:25][C:24]=1[O:45][CH3:46]. Given the product [CH3:46][O:45][C:24]1[CH:25]=[C:26]([C:29]2[N:33]3[CH2:34][CH2:35][NH:36][CH2:37][C:32]3=[N:31][CH:30]=2)[CH:27]=[CH:28][C:23]=1[NH:22][C:2]1[N:3]=[CH:4][C:5]2[C:10]([CH:11]=1)=[CH:9][C:8]([C:12]1[CH:13]=[N:14][N:15]([CH2:17][C:18]([CH3:21])([OH:20])[CH3:19])[CH:16]=1)=[CH:7][CH:6]=2, predict the reactants needed to synthesize it. (4) Given the product [Br:1][C:2]1[CH:10]=[CH:9][C:8]([C:11]([F:14])([F:13])[F:12])=[CH:7][C:3]=1[C:4]([N:48]1[CH2:53][CH2:52][O:51][CH2:50][CH2:49]1)=[O:6], predict the reactants needed to synthesize it. The reactants are: [Br:1][C:2]1[CH:10]=[CH:9][C:8]([C:11]([F:14])([F:13])[F:12])=[CH:7][C:3]=1[C:4]([OH:6])=O.CN(C(ON1N=NC2C=CC=NC1=2)=[N+](C)C)C.F[P-](F)(F)(F)(F)F.C(N(CC)C(C)C)(C)C.[NH:48]1[CH2:53][CH2:52][O:51][CH2:50][CH2:49]1. (5) Given the product [CH3:1][C@H:2]1[N:7]([S:31]([C:28]2[CH:27]=[CH:26][C:25]([C:23]#[N:24])=[CH:30][CH:29]=2)(=[O:33])=[O:32])[C@@H:6]([CH3:8])[CH2:5][N:4]([CH2:9][C:10]([NH:12][C:13]2[CH:22]=[CH:21][CH:20]=[C:19]3[C:14]=2[CH:15]=[CH:16][CH:17]=[N:18]3)=[O:11])[CH2:3]1, predict the reactants needed to synthesize it. The reactants are: [CH3:1][C@H:2]1[NH:7][C@@H:6]([CH3:8])[CH2:5][N:4]([CH2:9][C:10]([NH:12][C:13]2[CH:22]=[CH:21][CH:20]=[C:19]3[C:14]=2[CH:15]=[CH:16][CH:17]=[N:18]3)=[O:11])[CH2:3]1.[C:23]([C:25]1[CH:30]=[CH:29][C:28]([S:31](Cl)(=[O:33])=[O:32])=[CH:27][CH:26]=1)#[N:24]. (6) Given the product [F:1][C:2]1[CH:7]=[CH:6][C:5]([N:8]2[N:9]=[C:10]([C:12]3[S:13][CH:14]=[CH:15][CH:16]=3)[O:11][C:18]2=[O:17])=[CH:4][CH:3]=1, predict the reactants needed to synthesize it. The reactants are: [F:1][C:2]1[CH:7]=[CH:6][C:5]([NH:8][NH:9][C:10]([C:12]2[S:13][CH:14]=[CH:15][CH:16]=2)=[O:11])=[CH:4][CH:3]=1.[O:17]1CCC[CH2:18]1.C(Cl)(Cl)=O.C(OCC)(=O)C. (7) Given the product [Cl:1][C:2]1[CH:9]=[C:8]([N:10]2[C:14]([CH3:15])=[C:13]([CH2:16][O:17][C:23]3[CH:22]=[N:21][C:20]([CH3:19])=[CH:25][CH:24]=3)[C:12]([CH3:18])=[N:11]2)[CH:7]=[CH:6][C:3]=1[C:4]#[N:5], predict the reactants needed to synthesize it. The reactants are: [Cl:1][C:2]1[CH:9]=[C:8]([N:10]2[C:14]([CH3:15])=[C:13]([CH2:16][OH:17])[C:12]([CH3:18])=[N:11]2)[CH:7]=[CH:6][C:3]=1[C:4]#[N:5].[CH3:19][C:20]1[CH:25]=[CH:24][C:23](O)=[CH:22][N:21]=1. (8) Given the product [CH3:12][O:11][C:9]1[CH:8]=[C:7]([C:13]([C@@H:15]2[C@:24]3([CH3:25])[C@H:19]([C:20]([CH3:26])([CH3:27])[CH2:21][CH2:22][CH2:23]3)[CH2:18][C@H:17]([CH2:28][OH:29])[C@H:16]2[CH3:30])=[O:14])[CH:6]=[C:5]([O:4][CH3:3])[CH:10]=1, predict the reactants needed to synthesize it. The reactants are: [BH4-].[Na+].[CH3:3][O:4][C:5]1[CH:6]=[C:7]([C:13]([C@@H:15]2[C@:24]3([CH3:25])[C@H:19]([C:20]([CH3:27])([CH3:26])[CH2:21][CH2:22][CH2:23]3)[CH2:18][CH:17]([CH:28]=[O:29])[C@H:16]2[CH3:30])=[O:14])[CH:8]=[C:9]([O:11][CH3:12])[CH:10]=1. (9) Given the product [NH2:3][C:4]1[N:5]=[CH:6][C:7]([C:22]2[CH:23]=[N:24][N:25]([CH:27]3[CH2:32][CH2:31][N:30]([C:33]([O:35][C:36]([CH3:39])([CH3:38])[CH3:37])=[O:34])[CH2:29][CH2:28]3)[CH:26]=2)=[CH:8][C:9]=1[C:10]1[O:11][C:12]2[C:18]([C:19](=[O:20])[NH:48][CH3:47])=[CH:17][CH:16]=[CH:15][C:13]=2[N:14]=1, predict the reactants needed to synthesize it. The reactants are: CN.[NH2:3][C:4]1[C:9]([C:10]2[O:11][C:12]3[C:18]([C:19](O)=[O:20])=[CH:17][CH:16]=[CH:15][C:13]=3[N:14]=2)=[CH:8][C:7]([C:22]2[CH:23]=[N:24][N:25]([CH:27]3[CH2:32][CH2:31][N:30]([C:33]([O:35][C:36]([CH3:39])([CH3:38])[CH3:37])=[O:34])[CH2:29][CH2:28]3)[CH:26]=2)=[CH:6][N:5]=1.F[P-](F)(F)(F)(F)F.[CH3:47][N:48](C(=[O+]N1C2=NC=CC=C2N=N1)N(C)C)C.